From a dataset of Full USPTO retrosynthesis dataset with 1.9M reactions from patents (1976-2016). Predict the reactants needed to synthesize the given product. (1) Given the product [C:1]([C:5]1[CH:6]=[C:7]([N+:14]([O-:16])=[O:15])[C:8]([O:12][CH3:13])=[C:9]([NH:10][S:26]([C:25]([F:38])([F:37])[F:24])(=[O:28])=[O:27])[CH:11]=1)([CH3:4])([CH3:2])[CH3:3], predict the reactants needed to synthesize it. The reactants are: [C:1]([C:5]1[CH:6]=[C:7]([N+:14]([O-:16])=[O:15])[C:8]([O:12][CH3:13])=[C:9]([CH:11]=1)[NH2:10])([CH3:4])([CH3:3])[CH3:2].C(N(CC)CC)C.[F:24][C:25]([F:38])([F:37])[S:26](O[S:26]([C:25]([F:38])([F:37])[F:24])(=[O:28])=[O:27])(=[O:28])=[O:27]. (2) The reactants are: [NH2:1][C:2]1[C:11]([NH2:12])=[CH:10][C:9]([Br:13])=[C:8]([O:14][CH3:15])[C:3]=1[C:4]([O:6][CH3:7])=[O:5].O.[F:17][C:18]1[CH:23]=[CH:22][C:21]([C:24]([CH:26]=O)=O)=[CH:20][CH:19]=1. Given the product [Br:13][C:9]1[C:8]([O:14][CH3:15])=[C:3]([C:4]([O:6][CH3:7])=[O:5])[C:2]2[N:1]=[C:24]([C:21]3[CH:22]=[CH:23][C:18]([F:17])=[CH:19][CH:20]=3)[CH:26]=[N:12][C:11]=2[CH:10]=1, predict the reactants needed to synthesize it. (3) Given the product [CH3:8][C:4]1[CH:3]=[C:2]([C:16]2[CH:17]=[CH:18][C:13]([C:11]([O:10][CH3:9])=[O:12])=[CH:14][CH:15]=2)[CH:7]=[CH:6][N:5]=1, predict the reactants needed to synthesize it. The reactants are: Br[C:2]1[CH:7]=[CH:6][N:5]=[C:4]([CH3:8])[CH:3]=1.[CH3:9][O:10][C:11]([C:13]1[CH:18]=[CH:17][C:16](B(O)O)=[CH:15][CH:14]=1)=[O:12].C([O-])([O-])=O.[Cs+].[Cs+]. (4) Given the product [CH:52]1([O:51][C:48]2[N:47]=[CH:46][C:45]([NH:44][C:43]([NH:16][CH:13]3[CH2:12][CH2:11][N:10]([C:4]4[C:5]5[S:9][CH:8]=[CH:7][C:6]=5[N:1]=[CH:2][N:3]=4)[CH2:15][CH2:14]3)=[O:42])=[CH:50][CH:49]=2)[CH2:53][CH2:54][CH2:55]1, predict the reactants needed to synthesize it. The reactants are: [N:1]1[C:6]2[CH:7]=[CH:8][S:9][C:5]=2[C:4]([N:10]2[CH2:15][CH2:14][CH:13]([NH2:16])[CH2:12][CH2:11]2)=[N:3][CH:2]=1.Cl.N1C2C=CSC=2C(N2CCC(N)C2)=NC=1.[N+](C1C=CC([O:42][C:43](=O)[NH:44][C:45]2[CH:46]=[N:47][C:48]([O:51][CH:52]3[CH2:55][CH2:54][CH2:53]3)=[CH:49][CH:50]=2)=CC=1)([O-])=O.C(Cl)(Cl)Cl.CO. (5) Given the product [NH2:41][CH2:40][C:17]1[N:16]=[C:15]2[C:20]([N:21]=[CH:22][N:14]2[C@H:8]2[C@H:9]([OH:10])[C@H:5]([OH:4])[C@@H:6]([CH2:42][OH:43])[O:7]2)=[C:19]([NH:23][CH2:24][CH:25]([C:33]2[CH:34]=[CH:35][C:36]([Cl:39])=[CH:37][CH:38]=2)[C:26]2[CH:27]=[CH:28][C:29]([Cl:32])=[CH:30][CH:31]=2)[N:18]=1, predict the reactants needed to synthesize it. The reactants are: C([O:4][C@H:5]1[C@@H:9]([O:10]C(=O)C)[C@H:8]([N:14]2[CH:22]=[N:21][C:20]3[C:15]2=[N:16][C:17]([C:40]#[N:41])=[N:18][C:19]=3[NH:23][CH2:24][CH:25]([C:33]2[CH:38]=[CH:37][C:36]([Cl:39])=[CH:35][CH:34]=2)[C:26]2[CH:31]=[CH:30][C:29]([Cl:32])=[CH:28][CH:27]=2)[O:7][C@@H:6]1[CH2:42][O:43]C(=O)C)(=O)C.N.C(=O)([O-])[O-].[Na+].[Na+]. (6) Given the product [CH3:1][O:2][CH2:3][O:4][C:5]1[CH:6]=[CH:7][C:8]([C:11]2[C:15]([C:16]3[CH:17]=[CH:18][CH:19]=[CH:20][CH:21]=3)=[C:14]([C:22]3([CH2:25][C:31]#[N:32])[CH2:23][CH2:24]3)[O:13][N:12]=2)=[CH:9][CH:10]=1, predict the reactants needed to synthesize it. The reactants are: [CH3:1][O:2][CH2:3][O:4][C:5]1[CH:10]=[CH:9][C:8]([C:11]2[C:15]([C:16]3[CH:21]=[CH:20][CH:19]=[CH:18][CH:17]=3)=[C:14]([C:22]3([CH2:25]OS(C)(=O)=O)[CH2:24][CH2:23]3)[O:13][N:12]=2)=[CH:7][CH:6]=1.[C-:31]#[N:32].[K+]. (7) Given the product [CH3:22][S:23]([NH:1][C:2]1[CH:11]=[C:10]([N+:12]([O-:14])=[O:13])[CH:9]=[CH:8][C:3]=1[C:4]([OH:6])=[O:5])(=[O:25])=[O:24], predict the reactants needed to synthesize it. The reactants are: [NH2:1][C:2]1[CH:11]=[C:10]([N+:12]([O-:14])=[O:13])[CH:9]=[CH:8][C:3]=1[C:4]([O:6]C)=[O:5].C(N(CC)CC)C.[CH3:22][S:23](Cl)(=[O:25])=[O:24].[OH-].[Na+]. (8) Given the product [C:1]([O:5][C:6]([N:8]1[CH2:13][CH2:12][N:11]([C:14]2[O:15][C:16]3[C:22]([N:74]4[CH2:78][CH2:77][CH2:76][C:75]4=[O:79])=[CH:21][C:20]([Cl:24])=[CH:19][C:17]=3[N:18]=2)[C@@H:10]([CH3:25])[CH2:9]1)=[O:7])([CH3:4])([CH3:3])[CH3:2], predict the reactants needed to synthesize it. The reactants are: [C:1]([O:5][C:6]([N:8]1[CH2:13][CH2:12][N:11]([C:14]2[O:15][C:16]3[C:22](Br)=[CH:21][C:20]([Cl:24])=[CH:19][C:17]=3[N:18]=2)[C@@H:10]([CH3:25])[CH2:9]1)=[O:7])([CH3:4])([CH3:3])[CH3:2].C(=O)([O-])[O-].[Cs+].[Cs+].CC1(C)C2C(=C(P(C3C=CC=CC=3)C3C=CC=CC=3)C=CC=2)OC2C(P(C3C=CC=CC=3)C3C=CC=CC=3)=CC=CC1=2.[NH:74]1[CH2:78][CH2:77][CH2:76][C:75]1=[O:79].